This data is from Reaction yield outcomes from USPTO patents with 853,638 reactions. The task is: Predict the reaction yield, written as a fraction of the theoretical maximum amount of product (1.0 means a 100% yield; for example, 0.34 means a 34% yield). The reactants are S(=O)(=O)(O)N.[C:6]1([S:12][C:13]2[CH:20]=[CH:19][C:16]([CH:17]=[O:18])=[CH:15][CH:14]=2)[CH:11]=[CH:10][CH:9]=[CH:8][CH:7]=1.Cl([O-])=[O:22].[Na+].[OH2:25]. The catalyst is CC(C)=O. The product is [C:6]1([S:12]([C:13]2[CH:20]=[CH:19][C:16]([C:17]([OH:22])=[O:18])=[CH:15][CH:14]=2)=[O:25])[CH:7]=[CH:8][CH:9]=[CH:10][CH:11]=1. The yield is 0.850.